Dataset: Full USPTO retrosynthesis dataset with 1.9M reactions from patents (1976-2016). Task: Predict the reactants needed to synthesize the given product. (1) The reactants are: [NH:1]1[CH2:4][CH:3]([C:5]2[CH:6]=[C:7]3[C:13]([C:14]([O:16][CH3:17])=[O:15])=[N:12][N:11]([C:18]4[CH:23]=[CH:22][CH:21]=[C:20]([Br:24])[CH:19]=4)[C:8]3=[N:9][CH:10]=2)[CH2:2]1.C(N(CC)CC)C.[C:32](OC(=O)C)(=[O:34])[CH3:33]. Given the product [C:32]([N:1]1[CH2:2][CH:3]([C:5]2[CH:6]=[C:7]3[C:13]([C:14]([O:16][CH3:17])=[O:15])=[N:12][N:11]([C:18]4[CH:23]=[CH:22][CH:21]=[C:20]([Br:24])[CH:19]=4)[C:8]3=[N:9][CH:10]=2)[CH2:4]1)(=[O:34])[CH3:33], predict the reactants needed to synthesize it. (2) Given the product [Si:1]([O:8][C@H:9]1[CH2:14][CH2:13][C@H:12]([N:15]2[C:19]([F:20])=[C:18]([B:34]3[O:38][C:37]([CH3:40])([CH3:39])[C:36]([CH3:42])([CH3:41])[O:35]3)[CH:17]=[N:16]2)[CH2:11][CH2:10]1)([C:4]([CH3:7])([CH3:6])[CH3:5])([CH3:3])[CH3:2], predict the reactants needed to synthesize it. The reactants are: [Si:1]([O:8][C@H:9]1[CH2:14][CH2:13][C@H:12]([N:15]2[C:19]([F:20])=[C:18](I)[CH:17]=[N:16]2)[CH2:11][CH2:10]1)([C:4]([CH3:7])([CH3:6])[CH3:5])([CH3:3])[CH3:2].C1COCC1.C([Mg]Cl)(C)C.CO[B:34]1[O:38][C:37]([CH3:40])([CH3:39])[C:36]([CH3:42])([CH3:41])[O:35]1.[NH4+].[Cl-]. (3) Given the product [CH3:32][C:33]1([CH2:37][N:10]2[C:6]3[CH:5]=[CH:4][NH:3][C:2](=[O:1])[C:7]=3[C:8]([C:11]3[CH:12]=[C:13]([C:16]([NH2:18])=[O:17])[S:14][CH:15]=3)=[N:9]2)[CH2:36][O:35][CH2:34]1, predict the reactants needed to synthesize it. The reactants are: [O:1]=[C:2]1[C:7]2[C:8]([C:11]3[CH:12]=[C:13]([C:16]([NH2:18])=[O:17])[S:14][CH:15]=3)=[N:9][NH:10][C:6]=2[CH:5]=[CH:4][NH:3]1.[H-].[Na+].CC1C=CC(S(O[CH2:32][C:33]2([CH3:37])[CH2:36][O:35][CH2:34]2)(=O)=O)=CC=1. (4) Given the product [C:6]([NH:8][CH2:9][CH2:10][CH:11]=[O:12])([O:5][C:1]([CH3:2])([CH3:3])[CH3:4])=[O:7], predict the reactants needed to synthesize it. The reactants are: [C:1]([O:5][C:6]([NH:8][CH2:9][CH2:10][CH2:11][OH:12])=[O:7])([CH3:4])([CH3:3])[CH3:2].O.CO.